From a dataset of Reaction yield outcomes from USPTO patents with 853,638 reactions. Predict the reaction yield, written as a fraction of the theoretical maximum amount of product (1.0 means a 100% yield; for example, 0.34 means a 34% yield). (1) The reactants are [C:1]([NH:5][S:6]([C:9]1[CH:14]=[CH:13][C:12](/[CH:15]=[CH:16]/N(C)C)=[C:11]([N+:20]([O-])=O)[CH:10]=1)(=[O:8])=[O:7])([CH3:4])([CH3:3])[CH3:2]. The catalyst is O1CCCC1.C(O)C.[Pd]. The product is [C:1]([NH:5][S:6]([C:9]1[CH:10]=[C:11]2[C:12]([CH:15]=[CH:16][NH:20]2)=[CH:13][CH:14]=1)(=[O:7])=[O:8])([CH3:2])([CH3:3])[CH3:4]. The yield is 0.871. (2) The reactants are C([O:3][C:4]([C:6]1[CH:7]=[C:8]2[C:13](=[CH:14][CH:15]=1)[NH:12][CH:11]([C:16]1[CH:17]=[N:18][CH:19]=[C:20]([C:22]3[CH:27]=[CH:26][C:25]([C:28]([CH3:31])([CH3:30])[CH3:29])=[CH:24][CH:23]=3)[CH:21]=1)[C:10]([CH3:33])([CH3:32])[CH2:9]2)=[O:5])C.Cl. The catalyst is CO.O1CCCC1.[OH-].[Na+].O. The product is [C:28]([C:25]1[CH:24]=[CH:23][C:22]([C:20]2[CH:21]=[C:16]([CH:11]3[C:10]([CH3:33])([CH3:32])[CH2:9][C:8]4[C:13](=[CH:14][CH:15]=[C:6]([C:4]([OH:5])=[O:3])[CH:7]=4)[NH:12]3)[CH:17]=[N:18][CH:19]=2)=[CH:27][CH:26]=1)([CH3:31])([CH3:29])[CH3:30]. The yield is 0.970. (3) The reactants are [Cl:1][C:2]1[C:3]2[CH:10]=[CH:9][NH:8][C:4]=2[N:5]=[CH:6][N:7]=1.[H-].[Na+].[CH3:13][Si:14]([CH2:17][CH2:18][O:19][CH2:20]Cl)([CH3:16])[CH3:15]. The catalyst is CN(C=O)C. The product is [Cl:1][C:2]1[C:3]2[CH:10]=[CH:9][N:8]([CH2:20][O:19][CH2:18][CH2:17][Si:14]([CH3:16])([CH3:15])[CH3:13])[C:4]=2[N:5]=[CH:6][N:7]=1. The yield is 1.17. (4) The reactants are [CH3:1][C:2]1[N:7]=[C:6]([NH2:8])[N:5]=[C:4]([NH:9][C:10]2[CH:15]=[CH:14][C:13]([N+:16]([O-])=O)=[CH:12][N:11]=2)[CH:3]=1. The catalyst is CO.[Pd]. The product is [NH2:16][C:13]1[CH:14]=[CH:15][C:10]([NH:9][C:4]2[CH:3]=[C:2]([CH3:1])[N:7]=[C:6]([NH2:8])[N:5]=2)=[N:11][CH:12]=1. The yield is 0.990. (5) The reactants are CO[C:3](=[O:21])[C:4]1[CH:9]=[C:8]([C:10]2[CH:15]=[CH:14][N:13]=[N:12][CH:11]=2)[C:7]([C:16]([F:19])([F:18])[F:17])=[CH:6][C:5]=1[NH2:20].ClC([O:25][C:26]1C=CC(Cl)=CC=1)=O.[CH3:33][S:34]([NH:37][NH2:38])(=[O:36])=[O:35].CCN(C(C)C)C(C)C. The catalyst is O1CCOCC1. The product is [O:25]=[C:26]1[N:38]([NH:37][S:34]([CH3:33])(=[O:36])=[O:35])[C:3](=[O:21])[C:4]2[C:5](=[CH:6][C:7]([C:16]([F:19])([F:18])[F:17])=[C:8]([C:10]3[CH:15]=[CH:14][N:13]=[N:12][CH:11]=3)[CH:9]=2)[NH:20]1. The yield is 0.390. (6) The reactants are [C:1]([C:6]1[CH:7]=[C:8]2[C:13](=[CH:14][C:15]=1[C:16]([F:19])([F:18])[F:17])[NH:12][C:11](=[O:20])[N:10]([NH:21][S:22]([CH3:25])(=[O:24])=[O:23])[C:9]2=[O:26])(=[O:5])[CH2:2][CH2:3][CH3:4].[BH4-].[Na+].O.Cl. The catalyst is C1COCC1.CO.CCOC(C)=O. The product is [OH:5][CH:1]([C:6]1[CH:7]=[C:8]2[C:13](=[CH:14][C:15]=1[C:16]([F:18])([F:17])[F:19])[NH:12][C:11](=[O:20])[N:10]([NH:21][S:22]([CH3:25])(=[O:24])=[O:23])[C:9]2=[O:26])[CH2:2][CH2:3][CH3:4]. The yield is 0.710. (7) The reactants are [N:1]([CH2:4][CH2:5][NH:6][C:7](=[O:21])[CH2:8][CH2:9][CH2:10][CH2:11][CH2:12][CH2:13][CH2:14][CH2:15]CCCCC)=[N+:2]=[N-:3].N([CH2:25][CH2:26]N)=[N+]=[N-].C(N(CC)CC)C. The catalyst is ClCCl. The product is [N:1]([CH2:4][CH2:5][NH:6][C:7](=[O:21])[C:8]1[CH:9]=[CH:10][C:11]([CH2:12][CH2:13][CH2:14][CH3:15])=[CH:26][CH:25]=1)=[N+:2]=[N-:3]. The yield is 0.750. (8) The reactants are [CH3:1][O:2][C:3]1[CH:28]=[CH:27][C:6]([CH2:7][N:8]2[C:16](=O)[C:15]3[C:10](=[CH:11][CH:12]=[CH:13][C:14]=3[O:18][CH2:19][CH2:20][O:21][CH2:22][CH2:23][O:24][CH3:25])[C:9]2=O)=[CH:5][CH:4]=1.[H-].[Al+3].[Li+].[H-].[H-].[H-].C1COCC1. No catalyst specified. The product is [CH3:1][O:2][C:3]1[CH:4]=[CH:5][C:6]([CH2:7][N:8]2[CH2:16][C:15]3[C:10](=[CH:11][CH:12]=[CH:13][C:14]=3[O:18][CH2:19][CH2:20][O:21][CH2:22][CH2:23][O:24][CH3:25])[CH2:9]2)=[CH:27][CH:28]=1. The yield is 0.970. (9) The reactants are O.[NH2:2][NH2:3].[Br:4][C:5]1[CH:6]=[CH:7][C:8]([C:12]#[N:13])=[N:9][C:10]=1[CH3:11]. The catalyst is C(O)C. The product is [Br:4][C:5]1[CH:6]=[CH:7][C:8]([C:12](=[NH:13])[NH:2][NH2:3])=[N:9][C:10]=1[CH3:11]. The yield is 0.890.